From a dataset of Catalyst prediction with 721,799 reactions and 888 catalyst types from USPTO. Predict which catalyst facilitates the given reaction. (1) Reactant: [N:1]1[C:10]2[C:5](=[CH:6][CH:7]=[CH:8][CH:9]=2)[CH:4]=[CH:3][C:2]=1[CH2:11][O:12][C:13]1[CH:18]=[CH:17][C:16]([CH2:19][C:20]([O:22][CH2:23][C:24]([C:26]2[CH:31]=[CH:30][C:29]([O:32][CH3:33])=[C:28]([Cl:34])[CH:27]=2)=O)=[O:21])=[CH:15][CH:14]=1.[H-].[Na+]. Product: [Cl:34][C:28]1[CH:27]=[C:26]([C:24]2[CH2:23][O:22][C:20](=[O:21])[C:19]=2[C:16]2[CH:15]=[CH:14][C:13]([O:12][CH2:11][C:2]3[CH:3]=[CH:4][C:5]4[C:10](=[CH:9][CH:8]=[CH:7][CH:6]=4)[N:1]=3)=[CH:18][CH:17]=2)[CH:31]=[CH:30][C:29]=1[O:32][CH3:33]. The catalyst class is: 3. (2) Reactant: C([NH:8][C@H:9]([C:24]([OH:26])=[O:25])[CH2:10][C:11]1[CH:16]=[CH:15][C:14]([NH:17][C:18](=[O:23])[C:19]([Br:22])([CH3:21])[CH3:20])=[CH:13][CH:12]=1)(OC(C)(C)C)=O. Product: [Br:22][C:19]([CH3:21])([CH3:20])[C:18]([NH:17][C:14]1[CH:15]=[CH:16][C:11]([CH2:10][C@@H:9]([C:24]([OH:26])=[O:25])[NH2:8])=[CH:12][CH:13]=1)=[O:23]. The catalyst class is: 13. (3) Reactant: [Cr](O[Cr]([O-])(=O)=O)([O-])(=O)=O.[NH+]1C=CC=CC=1.[NH+]1C=CC=CC=1.[Cl:22][C:23]1[CH:24]=[C:25]([CH:39]=[CH:40][C:41]=1[Cl:42])[CH2:26][N:27]1[CH2:32][CH2:31][CH:30]([CH2:33][CH:34]([OH:38])[CH:35]([CH3:37])[CH3:36])[CH2:29][CH2:28]1. Product: [Cl:22][C:23]1[CH:24]=[C:25]([CH:39]=[CH:40][C:41]=1[Cl:42])[CH2:26][N:27]1[CH2:32][CH2:31][CH:30]([CH2:33][C:34](=[O:38])[CH:35]([CH3:37])[CH3:36])[CH2:29][CH2:28]1. The catalyst class is: 9. (4) Product: [CH3:1][C:2]1[CH:3]=[C:4]([CH:7]=[CH:8][C:9]([N:25]=[N+:26]=[N-:27])=[O:11])[S:5][CH:6]=1. Reactant: [CH3:1][C:2]1[CH:3]=[C:4]([CH:7]=[CH:8][C:9]([OH:11])=O)[S:5][CH:6]=1.C(N(CC)CC)C.ClC(OCC)=O.[N-:25]=[N+:26]=[N-:27].[Na+]. The catalyst class is: 21. (5) Reactant: Cl[C:2]1[N:7]=[C:6]([O:8][C@@H:9]([C@H:11]2[CH2:15][NH:14][C:13](=[O:16])[CH2:12]2)[CH3:10])[C:5]2[N:17]([CH:20]([F:22])[F:21])[CH:18]=[N:19][C:4]=2[CH:3]=1.[CH3:23][O:24][C:25]1[CH:30]=[C:29](B2OC(C)(C)C(C)(C)O2)[CH:28]=[CH:27][C:26]=1[N:40]1[CH2:45][CH2:44][N:43]([C:46]([O:48][C:49]([CH3:52])([CH3:51])[CH3:50])=[O:47])[CH2:42][CH2:41]1.[O-]P([O-])([O-])=O.[K+].[K+].[K+]. Product: [F:21][CH:20]([F:22])[N:17]1[C:5]2[C:6]([O:8][C@@H:9]([C@@H:11]3[CH2:12][C:13](=[O:16])[NH:14][CH2:15]3)[CH3:10])=[N:7][C:2]([C:29]3[CH:28]=[CH:27][C:26]([N:40]4[CH2:45][CH2:44][N:43]([C:46]([O:48][C:49]([CH3:50])([CH3:51])[CH3:52])=[O:47])[CH2:42][CH2:41]4)=[C:25]([O:24][CH3:23])[CH:30]=3)=[CH:3][C:4]=2[N:19]=[CH:18]1. The catalyst class is: 38. (6) Reactant: [OH:1][C:2]([C:5]1[O:9][N:8]=[C:7]([CH:10]=O)[CH:6]=1)([CH3:4])[CH3:3].[C:12](#[N:16])[CH2:13][C:14]#[N:15]. Product: [OH:1][C:2]([C:5]1[O:9][N:8]=[C:7]([CH:10]=[C:13]([C:12]#[N:16])[C:14]#[N:15])[CH:6]=1)([CH3:4])[CH3:3]. The catalyst class is: 8. (7) Reactant: [F:1][C:2]1[CH:7]=[CH:6][CH:5]=[CH:4][C:3]=1[C@@:8]1([NH:19][C:20]([NH:22][C:23](=[O:30])[C:24]2[CH:29]=[CH:28][CH:27]=[CH:26][CH:25]=2)=[S:21])[C@H:12]([CH2:13]O)[C@@H:11]([C:15]([F:18])([F:17])[F:16])[O:10][CH2:9]1.N1C=CC=CC=1.FC(F)(F)S(OS(C(F)(F)F)(=O)=O)(=O)=O.[NH4+].[Cl-]. The catalyst class is: 34. Product: [F:1][C:2]1[CH:7]=[CH:6][CH:5]=[CH:4][C:3]=1[C@:8]12[CH2:9][O:10][C@H:11]([C:15]([F:16])([F:17])[F:18])[C@H:12]1[CH2:13][S:21][C:20]([NH:22][C:23](=[O:30])[C:24]1[CH:29]=[CH:28][CH:27]=[CH:26][CH:25]=1)=[N:19]2.